The task is: Predict the product of the given reaction.. This data is from Forward reaction prediction with 1.9M reactions from USPTO patents (1976-2016). (1) Given the reactants Br[C:2]1[CH:18]=[CH:17][C:5]([O:6][CH:7]([CH3:16])[CH2:8][NH:9][S:10]([CH:13]([CH3:15])[CH3:14])(=[O:12])=[O:11])=[CH:4][CH:3]=1.[CH3:19][O:20][C:21]1[CH:22]=[C:23](B(O)O)[CH:24]=[CH:25][CH:26]=1.C(=O)([O-])[O-].[Na+].[Na+], predict the reaction product. The product is: [CH3:19][O:20][C:21]1[CH:26]=[C:25]([C:2]2[CH:18]=[CH:17][C:5]([O:6][CH:7]([CH3:16])[CH2:8][NH:9][S:10]([CH:13]([CH3:15])[CH3:14])(=[O:12])=[O:11])=[CH:4][CH:3]=2)[CH:24]=[CH:23][CH:22]=1. (2) Given the reactants [BH4-].[Li+].C[O:4][C:5]([C:7]1[O:8][C:9]2[CH2:14][N:13]([C:15]([O:17][C:18]([CH3:21])([CH3:20])[CH3:19])=[O:16])[CH2:12][C:10]=2[N:11]=1)=O, predict the reaction product. The product is: [CH3:21][C:18]([O:17][C:15]([N:13]1[CH2:14][C:9]2[O:8][C:7]([CH2:5][OH:4])=[N:11][C:10]=2[CH2:12]1)=[O:16])([CH3:19])[CH3:20]. (3) The product is: [CH3:10][O:11][C:4]([C@H:5]1[CH2:6][CH2:7][C@H:1]1[C:2]([OH:9])=[O:3])=[O:8]. Given the reactants [CH:1]12[CH2:7][CH2:6][CH:5]1[C:4](=[O:8])[O:3][C:2]2=[O:9].[CH3:10][OH:11], predict the reaction product. (4) The product is: [ClH:20].[NH2:15][C:11]1[CH:12]=[C:13]2[C:8](=[C:9]([O:23][CH3:21])[CH:10]=1)[NH:7][C:6]([C:4]([OH:3])=[O:5])=[CH:14]2. Given the reactants C([O:3][C:4]([C:6]1[NH:7][C:8]2[C:13]([CH:14]=1)=[CH:12][C:11]([NH:15]C(=O)C)=[CH:10][C:9]=2Br)=[O:5])C.[ClH:20].[CH2:21]([OH:23])C, predict the reaction product. (5) Given the reactants [CH:1]1([C@:4]([OH:28])([CH3:27])[CH2:5][NH:6][C:7]([C:9]2[CH:14]=[N:13][C:12](Br)=[C:11]([C:16]3[CH:21]=[CH:20][C:19]([O:22][C:23]([F:26])([F:25])[F:24])=[CH:18][CH:17]=3)[N:10]=2)=[O:8])[CH2:3][CH2:2]1.[C:29]([C:31]1[CH:32]=[N:33][CH:34]=[CH:35][CH:36]=1)#[CH:30], predict the reaction product. The product is: [CH:1]1([C@:4]([OH:28])([CH3:27])[CH2:5][NH:6][C:7]([C:9]2[CH:14]=[N:13][C:12]([CH2:30][CH2:29][C:31]3[CH:32]=[N:33][CH:34]=[CH:35][CH:36]=3)=[C:11]([C:16]3[CH:21]=[CH:20][C:19]([O:22][C:23]([F:26])([F:25])[F:24])=[CH:18][CH:17]=3)[N:10]=2)=[O:8])[CH2:3][CH2:2]1. (6) The product is: [S:29]([O:8][CH2:9][C@H:10]1[O:15][CH2:14][CH2:13][N:12]([C:16]([O:18][C:19]([CH3:22])([CH3:21])[CH3:20])=[O:17])[CH2:11]1)([C:26]1[CH:27]=[CH:28][C:23]([CH3:33])=[CH:24][CH:25]=1)(=[O:31])=[O:30]. Given the reactants C(N(CC)CC)C.[OH:8][CH2:9][C@H:10]1[O:15][CH2:14][CH2:13][N:12]([C:16]([O:18][C:19]([CH3:22])([CH3:21])[CH3:20])=[O:17])[CH2:11]1.[C:23]1([CH3:33])[CH:28]=[CH:27][C:26]([S:29](Cl)(=[O:31])=[O:30])=[CH:25][CH:24]=1, predict the reaction product. (7) Given the reactants [F:1][C:2]1[CH:7]=[CH:6][C:5]([C:8]([CH:10]2[CH2:15][CH2:14][N:13]([CH3:16])[CH2:12][CH2:11]2)=[O:9])=[CH:4][CH:3]=1.[BH4-].[Na+], predict the reaction product. The product is: [F:1][C:2]1[CH:7]=[CH:6][C:5]([CH:8]([CH:10]2[CH2:15][CH2:14][N:13]([CH3:16])[CH2:12][CH2:11]2)[OH:9])=[CH:4][CH:3]=1.